Dataset: Reaction yield outcomes from USPTO patents with 853,638 reactions. Task: Predict the reaction yield, written as a fraction of the theoretical maximum amount of product (1.0 means a 100% yield; for example, 0.34 means a 34% yield). (1) The reactants are [CH2:1]([NH:4][C:5](=[O:11])[O:6][C:7]([CH3:10])([CH3:9])[CH3:8])[C:2]#[CH:3].C(=O)([O-])[O-].[Na+].[Na+].Br[C:19]1[CH:20]=[N:21][CH:22]=[CH:23][CH:24]=1. The yield is 0.970. The catalyst is C(O)C.C(COC)OC.C1C=CC([P]([Pd]([P](C2C=CC=CC=2)(C2C=CC=CC=2)C2C=CC=CC=2)([P](C2C=CC=CC=2)(C2C=CC=CC=2)C2C=CC=CC=2)[P](C2C=CC=CC=2)(C2C=CC=CC=2)C2C=CC=CC=2)(C2C=CC=CC=2)C2C=CC=CC=2)=CC=1.[Cu]I. The product is [N:21]1[CH:22]=[CH:23][CH:24]=[C:19]([C:3]#[C:2][CH2:1][NH:4][C:5](=[O:11])[O:6][C:7]([CH3:8])([CH3:10])[CH3:9])[CH:20]=1. (2) The reactants are Br[C:2]1[CH:7]=[CH:6][C:5]([CH2:8][N:9]2[C:14](=[O:15])[C:13]([C:16]([NH:18][CH2:19][C:20]([OH:22])=[O:21])=[O:17])=[C:12]([OH:23])[C:11]([CH:24]([CH3:26])[CH3:25])=[N:10]2)=[CH:4][CH:3]=1.CC1(C)C(C)(C)OB([C:35]2[CH:40]=[CH:39][N:38]=[C:37]([N:41]3[CH2:46][CH2:45][NH:44][CH2:43][CH2:42]3)[CH:36]=2)O1.C(=O)([O-])[O-].[K+].[K+].Cl. The catalyst is O1CCOCC1.O.C1C=CC([P]([Pd]([P](C2C=CC=CC=2)(C2C=CC=CC=2)C2C=CC=CC=2)([P](C2C=CC=CC=2)(C2C=CC=CC=2)C2C=CC=CC=2)[P](C2C=CC=CC=2)(C2C=CC=CC=2)C2C=CC=CC=2)(C2C=CC=CC=2)C2C=CC=CC=2)=CC=1. The product is [OH:23][C:12]1[C:11]([CH:24]([CH3:26])[CH3:25])=[N:10][N:9]([CH2:8][C:5]2[CH:6]=[CH:7][C:2]([C:35]3[CH:40]=[CH:39][N:38]=[C:37]([N:41]4[CH2:42][CH2:43][NH:44][CH2:45][CH2:46]4)[CH:36]=3)=[CH:3][CH:4]=2)[C:14](=[O:15])[C:13]=1[C:16]([NH:18][CH2:19][C:20]([OH:22])=[O:21])=[O:17]. The yield is 0.667. (3) The reactants are C(OC([N:8]1[CH2:12][CH2:11][CH2:10][CH:9]1[C:13]1[CH:17]=[C:16]([C:18]2[CH:23]=[CH:22][CH:21]=[C:20]([Cl:24])[CH:19]=2)[O:15][N:14]=1)=O)(C)(C)C.FC(F)(F)C(O)=O. The catalyst is ClCCl. The product is [Cl:24][C:20]1[CH:19]=[C:18]([C:16]2[O:15][N:14]=[C:13]([CH:9]3[CH2:10][CH2:11][CH2:12][NH:8]3)[CH:17]=2)[CH:23]=[CH:22][CH:21]=1. The yield is 0.860.